Predict the product of the given reaction. From a dataset of Forward reaction prediction with 1.9M reactions from USPTO patents (1976-2016). Given the reactants [CH2:1]([N:8]([CH:18]1[CH2:22][CH2:21][CH2:20][CH2:19]1)[CH2:9][C:10](O)([CH3:16])[C:11]([O:13][CH2:14][CH3:15])=[O:12])[C:2]1[CH:7]=[CH:6][CH:5]=[CH:4][CH:3]=1.CCN(S(F)(F)[F:29])CC, predict the reaction product. The product is: [CH2:1]([N:8]([CH:18]1[CH2:22][CH2:21][CH2:20][CH2:19]1)[CH2:9][C:10]([F:29])([CH3:16])[C:11]([O:13][CH2:14][CH3:15])=[O:12])[C:2]1[CH:7]=[CH:6][CH:5]=[CH:4][CH:3]=1.